This data is from Forward reaction prediction with 1.9M reactions from USPTO patents (1976-2016). The task is: Predict the product of the given reaction. (1) Given the reactants [H-].[Na+].[F:3][C:4]1[CH:9]=[C:8]([N+:10]([O-:12])=[O:11])[CH:7]=[CH:6][C:5]=1[NH2:13].[Cl:14][C:15]1[C:20]([Cl:21])=[CH:19][CH:18]=[CH:17][C:16]=1[S:22](Cl)(=[O:24])=[O:23], predict the reaction product. The product is: [Cl:14][C:15]1[C:20]([Cl:21])=[CH:19][CH:18]=[CH:17][C:16]=1[S:22]([NH:13][C:5]1[CH:6]=[CH:7][C:8]([N+:10]([O-:12])=[O:11])=[CH:9][C:4]=1[F:3])(=[O:24])=[O:23]. (2) Given the reactants [Cl:1][C:2]1[O:11][C:5]2=[C:6]([NH2:10])[N:7]=[CH:8][CH:9]=[C:4]2[C:3]=1[CH3:12].[I:13]N1C(=O)CCC1=O, predict the reaction product. The product is: [Cl:1][C:2]1[O:11][C:5]2=[C:6]([NH2:10])[N:7]=[CH:8][C:9]([I:13])=[C:4]2[C:3]=1[CH3:12]. (3) Given the reactants [CH2:1]([OH:14])[CH:2]([OH:13])[CH2:3][CH2:4][CH2:5][CH2:6][CH2:7][CH2:8][CH2:9][CH2:10][CH2:11][CH3:12].[Cl-].[C:16]([SiH:20]([CH3:22])[CH3:21])([CH3:19])([CH3:18])[CH3:17], predict the reaction product. The product is: [Si:20]([O:14][CH2:1][CH:2]([OH:13])[CH2:3][CH2:4][CH2:5][CH2:6][CH2:7][CH2:8][CH2:9][CH2:10][CH2:11][CH3:12])([C:16]([CH3:19])([CH3:18])[CH3:17])([CH3:22])[CH3:21].